The task is: Predict the reactants needed to synthesize the given product.. This data is from Full USPTO retrosynthesis dataset with 1.9M reactions from patents (1976-2016). The reactants are: [OH:1][CH2:2][CH:3]1[CH2:15][N:13]2[C:14]3[C:9]([C:10](=[O:17])[NH:11][C:12]2=[O:16])=[CH:8][CH:7]=[CH:6][C:5]=3[CH2:4]1.C(=O)([O-])[O-].[K+].[K+].CN(C)C=O.[CH3:29][O:30][C:31]1[CH:38]=[CH:37][C:34]([CH2:35]Cl)=[CH:33][CH:32]=1. Given the product [OH:1][CH2:2][CH:3]1[CH2:15][N:13]2[C:14]3[C:9]([C:10](=[O:17])[N:11]([CH2:35][C:34]4[CH:37]=[CH:38][C:31]([O:30][CH3:29])=[CH:32][CH:33]=4)[C:12]2=[O:16])=[CH:8][CH:7]=[CH:6][C:5]=3[CH2:4]1, predict the reactants needed to synthesize it.